This data is from Reaction yield outcomes from USPTO patents with 853,638 reactions. The task is: Predict the reaction yield, written as a fraction of the theoretical maximum amount of product (1.0 means a 100% yield; for example, 0.34 means a 34% yield). (1) The yield is 0.600. The catalyst is C1COCC1. The product is [Cl:1][C:2]1[C:7]([CH2:8][OH:9])=[CH:6][N:5]=[C:4]([S:13][CH3:14])[N:3]=1. The reactants are [Cl:1][C:2]1[C:7]([C:8](OCC)=[O:9])=[CH:6][N:5]=[C:4]([S:13][CH3:14])[N:3]=1.CC(C[AlH]CC(C)C)C.O.Cl. (2) The reactants are [H-].[H-].[H-].[H-].[Li+].[Al+3].C[O:8][C:9](=O)[C:10]1[CH:15]=[CH:14][C:13]([CH2:16][N:17]2[CH2:22][CH2:21][N:20]([CH3:23])[CH2:19][CH2:18]2)=[CH:12][C:11]=1[O:24][CH3:25].[OH-].[Na+].O. The catalyst is C1COCC1. The product is [CH3:25][O:24][C:11]1[CH:12]=[C:13]([CH2:16][N:17]2[CH2:22][CH2:21][N:20]([CH3:23])[CH2:19][CH2:18]2)[CH:14]=[CH:15][C:10]=1[CH2:9][OH:8]. The yield is 0.980. (3) The reactants are [Br:1][C:2]1[CH:3]=[N:4][CH:5]=[C:6]([CH:10]=1)C(O)=O.C1(P(N=[N+]=[N-])(C2C=CC=CC=2)=[O:18])C=CC=CC=1.CC[N:30]([CH2:33]C)CC.[CH2:35]([OH:42])[C:36]1[CH:41]=[CH:40][CH:39]=[CH:38][CH:37]=1. The catalyst is C1(C)C=CC=CC=1. The product is [Br:1][C:2]1[CH:10]=[C:6]([NH:30][C:33](=[O:18])[O:42][CH2:35][C:36]2[CH:41]=[CH:40][CH:39]=[CH:38][CH:37]=2)[CH:5]=[N:4][CH:3]=1. The yield is 0.730. (4) The reactants are C[Si](C)(C)CCOC([N:8]1[CH2:13][CH2:12][CH:11]([C:14]2[CH:19]=[CH:18][CH:17]=[C:16]([CH2:20][NH:21][C:22]([O:24][C:25]([CH3:28])([CH3:27])[CH3:26])=[O:23])[CH:15]=2)[CH2:10][CH2:9]1)=O.O1CCCC1.[F-].C([N+](CCCC)(CCCC)CCCC)CCC. No catalyst specified. The product is [C:25]([O:24][C:22](=[O:23])[NH:21][CH2:20][C:16]1[CH:17]=[CH:18][CH:19]=[C:14]([CH:11]2[CH2:12][CH2:13][NH:8][CH2:9][CH2:10]2)[CH:15]=1)([CH3:28])([CH3:26])[CH3:27]. The yield is 0.930. (5) The reactants are C[O:2][C:3]([C:5]1[CH:10]=[N:9][C:8]([O:11][CH2:12][C:13]2[C:14]([C:19]3[CH:24]=[CH:23][CH:22]=[CH:21][CH:20]=3)=[N:15][O:16][C:17]=2[CH3:18])=[CH:7][N:6]=1)=[O:4].[OH-].[Na+].C(=O)([O-])[O-].[Na+].[Na+]. The catalyst is C(O)C. The product is [CH3:18][C:17]1[O:16][N:15]=[C:14]([C:19]2[CH:20]=[CH:21][CH:22]=[CH:23][CH:24]=2)[C:13]=1[CH2:12][O:11][C:8]1[N:9]=[CH:10][C:5]([C:3]([OH:4])=[O:2])=[N:6][CH:7]=1. The yield is 0.860. (6) The reactants are CS(O[CH2:6][C@@H:7]([NH:15][C:16]([O:18][C:19]([CH3:22])([CH3:21])[CH3:20])=[O:17])[CH2:8][CH:9]1[CH2:14][CH2:13][CH2:12][CH2:11][CH2:10]1)(=O)=O.[N-:23]=[N+:24]=[N-:25].[Na+]. The catalyst is CN(C=O)C.CCOC(C)=O.O. The product is [N:23]([CH2:6][C@@H:7]([NH:15][C:16](=[O:17])[O:18][C:19]([CH3:22])([CH3:21])[CH3:20])[CH2:8][CH:9]1[CH2:14][CH2:13][CH2:12][CH2:11][CH2:10]1)=[N+:24]=[N-:25]. The yield is 0.690. (7) The reactants are CO[C:3](=[O:13])[C:4]1[C:9]([I:10])=[CH:8][CH:7]=[CH:6][C:5]=1[CH2:11]Br.[Cl:14][C:15]1[CH:22]=[CH:21][C:18]([CH2:19][NH2:20])=[CH:17][CH:16]=1.C([O-])([O-])=O.[K+].[K+].C(OCC)(=O)C. The catalyst is C1(C)C=CC=CC=1.CCCCCC. The product is [Cl:14][C:15]1[CH:22]=[CH:21][C:18]([CH2:19][N:20]2[CH2:11][C:5]3[C:4](=[C:9]([I:10])[CH:8]=[CH:7][CH:6]=3)[C:3]2=[O:13])=[CH:17][CH:16]=1. The yield is 0.390. (8) The reactants are [N:1]1[CH:6]=[C:5](/[CH:7]=[N:8]/[NH:9][C:10]2[CH:15]=[CH:14][CH:13]=[C:12]([O:16][C:17]([F:20])([F:19])[F:18])[CH:11]=2)[CH:4]=[N:3][CH:2]=1.[C:21]([O:27][CH2:28][CH3:29])(=[O:26])[CH2:22][C:23]([CH3:25])=O. The catalyst is [Cl-].[Zn+2].[Cl-]. The product is [CH2:28]([O:27][C:21]([C:22]1[C:7]([C:5]2[CH:6]=[N:1][CH:2]=[N:3][CH:4]=2)=[N:8][N:9]([C:10]2[CH:15]=[CH:14][CH:13]=[C:12]([O:16][C:17]([F:18])([F:19])[F:20])[CH:11]=2)[C:23]=1[CH3:25])=[O:26])[CH3:29]. The yield is 0.300.